This data is from Forward reaction prediction with 1.9M reactions from USPTO patents (1976-2016). The task is: Predict the product of the given reaction. (1) Given the reactants [C:1]([O-:4])([O-])=[O:2].[Cs+].[Cs+].Cl[C:8]1[N:13]=[C:12]([O:14][CH3:15])[N:11]=[C:10]([NH:16][CH2:17][CH2:18][C:19]2[CH:24]=[CH:23][C:22]([Cl:25])=[CH:21][C:20]=2[Cl:26])[CH:9]=1.C(C(OB([C:34]1[CH:39]=[CH:38][CH:37]=[CH:36][CH:35]=1)O)=O)C.CO[CH2:42][CH2:43]OC, predict the reaction product. The product is: [CH2:42]([O:4][C:1](=[O:2])[C:34]1[CH:39]=[CH:38][CH:37]=[C:36]([C:8]2[CH:9]=[C:10]([NH:16][CH2:17][CH2:18][C:19]3[CH:24]=[CH:23][C:22]([Cl:25])=[CH:21][C:20]=3[Cl:26])[N:11]=[C:12]([O:14][CH3:15])[N:13]=2)[CH:35]=1)[CH3:43]. (2) The product is: [Si:13]([O:12][C:7]1[CH:8]=[C:9]2[C:4](=[CH:5][CH:6]=1)[CH:3]=[C:2]([B:25]([OH:30])[OH:26])[CH:11]=[CH:10]2)([C:16]([CH3:19])([CH3:18])[CH3:17])([CH3:15])[CH3:14]. Given the reactants Br[C:2]1[CH:3]=[C:4]2[C:9](=[CH:10][CH:11]=1)[CH:8]=[C:7]([O:12][Si:13]([C:16]([CH3:19])([CH3:18])[CH3:17])([CH3:15])[CH3:14])[CH:6]=[CH:5]2.C([Li])CCC.[B:25](OC(C)C)([O:30]C(C)C)[O:26]C(C)C.Cl, predict the reaction product. (3) The product is: [Cl:1][C:2]1[CH:3]=[C:4]([C@:9]2([C:10]#[N:11])[CH2:17][C@H:15]2[CH2:14][OH:16])[CH:5]=[CH:6][C:7]=1[Cl:8]. Given the reactants [Cl:1][C:2]1[CH:3]=[C:4]([CH2:9][C:10]#[N:11])[CH:5]=[CH:6][C:7]=1[Cl:8].[NH2-].[Na+].[CH2:14]1[O:16][C@H:15]1[CH2:17]Cl.[Cl-].N, predict the reaction product. (4) Given the reactants [F:1][C:2]1[CH:29]=[CH:28][C:5]([CH2:6][C:7]2[N:11]([CH2:12][C:13]([N:15]3[CH2:20][CH2:19][CH:18]([NH2:21])[CH2:17][CH2:16]3)=[O:14])[N:10]=[C:9]([C:22]3[CH:27]=[CH:26][N:25]=[CH:24][CH:23]=3)[CH:8]=2)=[CH:4][CH:3]=1.[CH2:30](N(CC)CC)C.[S:37](Cl)(Cl)(=[O:39])=[O:38], predict the reaction product. The product is: [F:1][C:2]1[CH:3]=[CH:4][C:5]([CH2:6][C:7]2[N:11]([CH2:12][C:13]([N:15]3[CH2:16][CH2:17][CH:18]([NH:21][S:37]([CH3:30])(=[O:39])=[O:38])[CH2:19][CH2:20]3)=[O:14])[N:10]=[C:9]([C:22]3[CH:23]=[CH:24][N:25]=[CH:26][CH:27]=3)[CH:8]=2)=[CH:28][CH:29]=1.